From a dataset of Reaction yield outcomes from USPTO patents with 853,638 reactions. Predict the reaction yield, written as a fraction of the theoretical maximum amount of product (1.0 means a 100% yield; for example, 0.34 means a 34% yield). (1) The reactants are [C:1]([C:3]1[CH:4]=[CH:5][C:6]2[O:10][C:9]([C:11]([O:13]C)=[O:12])=[C:8]([CH3:15])[C:7]=2[CH:16]=1)#[N:2].O1CCCC1.O.O.[OH-].[Li+]. The catalyst is CO. The product is [C:1]([C:3]1[CH:4]=[CH:5][C:6]2[O:10][C:9]([C:11]([OH:13])=[O:12])=[C:8]([CH3:15])[C:7]=2[CH:16]=1)#[N:2]. The yield is 0.910. (2) The reactants are [CH2:1]([OH:7])[C@@H:2]([OH:6])[CH2:3][CH2:4][OH:5].[CH3:8][C:9]([CH3:11])=O.O.C1(C)C=CC(S(O)(=O)=O)=CC=1. The catalyst is C(N(CC)CC)C. The product is [CH3:8][C:9]1([CH3:11])[O:6][C@@H:2]([CH2:3][CH2:4][OH:5])[CH2:1][O:7]1. The yield is 0.730. (3) The reactants are [CH:1]1([O:7][C:8]([NH:10][CH:11]([C:23]2[CH:28]=[CH:27][CH:26]=[CH:25][CH:24]=2)[C:12]([O:14][C@@H:15]2[CH:20]3[CH2:21][CH2:22][N:17]([CH2:18][CH2:19]3)[CH2:16]2)=[O:13])=[O:9])[CH2:6][CH2:5][CH2:4][CH2:3][CH2:2]1.[Br:29][CH2:30][C:31]([C:33]1[CH:38]=[CH:37][CH:36]=[CH:35][CH:34]=1)=[O:32]. The catalyst is CCOC(C)=O. The product is [Br-:29].[CH:1]1([O:7][C:8]([NH:10][CH:11]([C:23]2[CH:24]=[CH:25][CH:26]=[CH:27][CH:28]=2)[C:12]([O:14][C@@H:15]2[CH:20]3[CH2:19][CH2:18][N+:17]([CH2:30][C:31](=[O:32])[C:33]4[CH:38]=[CH:37][CH:36]=[CH:35][CH:34]=4)([CH2:22][CH2:21]3)[CH2:16]2)=[O:13])=[O:9])[CH2:6][CH2:5][CH2:4][CH2:3][CH2:2]1. The yield is 0.530. (4) The product is [NH:1]1[C:9]2[C:4](=[CH:5][CH:6]=[C:7]([C:10]#[N:11])[CH:8]=2)[CH2:3][CH2:2]1. The reactants are [NH:1]1[C:9]2[C:4](=[CH:5][CH:6]=[C:7]([C:10]#[N:11])[CH:8]=2)[CH:3]=[CH:2]1.[BH3-]C#N.[Na+]. The catalyst is CC(O)=O. The yield is 0.260. (5) The reactants are [Cl:1][C:2]1[CH:7]=[C:6]([Cl:8])[N:5]=[CH:4][C:3]=1CO.S(Cl)(Cl)(=O)=O.[C:16]([Cl:20])(Cl)([Cl:18])[Cl:17]. No catalyst specified. The product is [Cl:8][C:6]1[CH:7]=[C:2]([Cl:1])[C:3]([C:16]([Cl:20])([Cl:18])[Cl:17])=[CH:4][N:5]=1. The yield is 0.120. (6) The reactants are [NH2:1][C:2]1[C:11]([N+:12]([O-:14])=[O:13])=[CH:10][C:5]2[NH:6][C:7](=[O:9])[O:8][C:4]=2[CH:3]=1.[CH2:15]([CH:22]1[CH2:27][CH2:26][N:25]([C:28](=[O:32])[C:29](Cl)=[O:30])[CH2:24][CH2:23]1)[C:16]1[CH:21]=[CH:20][CH:19]=[CH:18][CH:17]=1. The catalyst is C(Cl)(Cl)Cl. The product is [CH2:15]([CH:22]1[CH2:23][CH2:24][N:25]([C:28](=[O:32])[C:29]([NH:1][C:2]2[C:11]([N+:12]([O-:14])=[O:13])=[CH:10][C:5]3[NH:6][C:7](=[O:9])[O:8][C:4]=3[CH:3]=2)=[O:30])[CH2:26][CH2:27]1)[C:16]1[CH:17]=[CH:18][CH:19]=[CH:20][CH:21]=1. The yield is 0.470.